This data is from Forward reaction prediction with 1.9M reactions from USPTO patents (1976-2016). The task is: Predict the product of the given reaction. Given the reactants [C:1]([O:5][C:6]([N:8]1[CH2:13][CH2:12][NH:11][CH:10]([C:14]2[CH:19]=[CH:18][CH:17]=[CH:16][CH:15]=2)[CH2:9]1)=[O:7])([CH3:4])([CH3:3])[CH3:2].C(N(CC)CC)C.[C:27](Cl)(=[O:29])[CH3:28], predict the reaction product. The product is: [C:1]([O:5][C:6]([N:8]1[CH2:13][CH2:12][N:11]([C:27](=[O:29])[CH3:28])[CH:10]([C:14]2[CH:19]=[CH:18][CH:17]=[CH:16][CH:15]=2)[CH2:9]1)=[O:7])([CH3:4])([CH3:2])[CH3:3].